Dataset: Catalyst prediction with 721,799 reactions and 888 catalyst types from USPTO. Task: Predict which catalyst facilitates the given reaction. (1) Reactant: [Cl:1][C:2]1[CH:3]=[C:4]([O:15]C)[C:5]([O:13]C)=[C:6]([C:8]2[NH:12][CH:11]=[N:10][CH:9]=2)[CH:7]=1.B(Br)(Br)Br. Product: [Cl:1][C:2]1[CH:3]=[C:4]([OH:15])[C:5]([OH:13])=[C:6]([C:8]2[NH:12][CH:11]=[N:10][CH:9]=2)[CH:7]=1. The catalyst class is: 4. (2) Reactant: [CH3:1][C@H:2]1[O:7][C@@H:6]([CH3:8])[CH2:5][N:4]([CH2:9][C:10]2[O:14][C:13]([C:15]3[CH:23]=[C:22]([C:24]4[CH:25]=[C:26]([NH:32][S:33]([CH3:36])(=[O:35])=[O:34])[C:27]([O:30][CH3:31])=[N:28][CH:29]=4)[CH:21]=[C:20]4[C:16]=3[CH:17]=[N:18][N:19]4S(C3C=CC=CC=3)(=O)=O)=[N:12][N:11]=2)[CH2:3]1.[OH-].[Na+]. Product: [CH3:8][C@H:6]1[O:7][C@@H:2]([CH3:1])[CH2:3][N:4]([CH2:9][C:10]2[O:14][C:13]([C:15]3[CH:23]=[C:22]([C:24]4[CH:25]=[C:26]([NH:32][S:33]([CH3:36])(=[O:35])=[O:34])[C:27]([O:30][CH3:31])=[N:28][CH:29]=4)[CH:21]=[C:20]4[C:16]=3[CH:17]=[N:18][NH:19]4)=[N:12][N:11]=2)[CH2:5]1. The catalyst class is: 12. (3) Reactant: [Si:1]([O:8][CH2:9][C@H:10]1[NH:15][CH2:14][C@H:13]([C:16]([O:18][CH3:19])=[O:17])[CH2:12][CH2:11]1)([C:4]([CH3:7])([CH3:6])[CH3:5])([CH3:3])[CH3:2].C(N(CC)CC)C.[Cl:27][CH:28]([CH3:32])[C:29](Cl)=[O:30]. Product: [Si:1]([O:8][CH2:9][C@H:10]1[N:15]([C:29](=[O:30])[C@H:28]([Cl:27])[CH3:32])[CH2:14][C@H:13]([C:16]([O:18][CH3:19])=[O:17])[CH2:12][CH2:11]1)([C:4]([CH3:7])([CH3:6])[CH3:5])([CH3:2])[CH3:3]. The catalyst class is: 2. (4) Reactant: [C:1]([O:5][C:6](=[O:20])/[N:7]=[C:8](/[C:12]1[CH:17]=[C:16]([Br:18])[CH:15]=[CH:14][C:13]=1[F:19])\[CH:9]([F:11])[F:10])([CH3:4])([CH3:3])[CH3:2].C1CCN2C(=NCCC2)CC1.[N+:32]([CH3:35])([O-:34])=[O:33]. Product: [C:1]([O:5][C:6](=[O:20])[NH:7][C:8]([C:12]1[CH:17]=[C:16]([Br:18])[CH:15]=[CH:14][C:13]=1[F:19])([CH2:35][N+:32]([O-:34])=[O:33])[CH:9]([F:10])[F:11])([CH3:4])([CH3:2])[CH3:3]. The catalyst class is: 237. (5) Reactant: [CH2:1]([NH:5][CH2:6][C:7]1[CH:19]=[CH:18][C:10]([O:11][CH2:12][C:13]([O:15][CH2:16][CH3:17])=[O:14])=[C:9]([CH3:20])[CH:8]=1)[CH2:2][CH2:3][CH3:4].C(N(CC)C(C)C)(C)C.[Cl:30][C:31]1[CH:36]=[CH:35][C:34]([C:37]2[CH:42]=[CH:41][N:40]=[C:39](S(C)(=O)=O)[N:38]=2)=[CH:33][CH:32]=1. Product: [CH2:1]([N:5]([CH2:6][C:7]1[CH:19]=[CH:18][C:10]([O:11][CH2:12][C:13]([O:15][CH2:16][CH3:17])=[O:14])=[C:9]([CH3:20])[CH:8]=1)[C:39]1[N:38]=[C:37]([C:34]2[CH:35]=[CH:36][C:31]([Cl:30])=[CH:32][CH:33]=2)[CH:42]=[CH:41][N:40]=1)[CH2:2][CH2:3][CH3:4]. The catalyst class is: 2. (6) Reactant: [Br:1][C:2]1[CH:15]=[CH:14][C:5]([CH:6](O)[C:7]2[CH:12]=[CH:11][CH:10]=[CH:9][CH:8]=2)=[CH:4][CH:3]=1.II.P(O)(O)O. Product: [CH:10]1[CH:9]=[CH:8][C:7]([CH2:6][C:5]2[CH:4]=[CH:3][C:2]([Br:1])=[CH:15][CH:14]=2)=[CH:12][CH:11]=1. The catalyst class is: 15. (7) Reactant: [Cl:1][C:2]1[CH:7]=[CH:6][C:5]([C:8]2([CH:12](O)[CH2:13][N+:14]([O-:16])=[O:15])[CH2:11][CH2:10][CH2:9]2)=[CH:4][CH:3]=1.FC(F)(F)C(OC(=O)C(F)(F)F)=O.C(N(CC)CC)C. The catalyst class is: 4. Product: [Cl:1][C:2]1[CH:3]=[CH:4][C:5]([C:8]2(/[CH:12]=[CH:13]/[N+:14]([O-:16])=[O:15])[CH2:9][CH2:10][CH2:11]2)=[CH:6][CH:7]=1. (8) Reactant: [CH2:1]([C:3]1[S:4][C:5]([C:8]([O:10]CC)=[O:9])=[CH:6][N:7]=1)[CH3:2].[OH-].[Na+]. Product: [CH2:1]([C:3]1[S:4][C:5]([C:8]([OH:10])=[O:9])=[CH:6][N:7]=1)[CH3:2]. The catalyst class is: 5. (9) Reactant: C([O:8][CH2:9][C@H:10]1[C:14]2[NH:15][C:16]([C:18]3[CH:27]=[CH:26][CH:25]=[C:24]4[C:19]=3[N:20]=[C:21]([NH:29][C:30]([CH3:33])([CH3:32])[CH3:31])[C:22]([CH3:28])=[N:23]4)=[CH:17][C:13]=2[C:12](=[O:34])[NH:11]1)C1C=CC=CC=1.C(OC[C@@H]1C2NC(C3C=CC=C4C=3N=C(NC(C)(C)C)C(C)=N4)=CC=2C(=O)N1)C1C=CC=CC=1.B(Cl)(Cl)Cl. Product: [C:30]([NH:29][C:21]1[C:22]([CH3:28])=[N:23][C:24]2[C:19]([N:20]=1)=[C:18]([C:16]1[NH:15][C:14]3[CH:10]([CH2:9][OH:8])[NH:11][C:12](=[O:34])[C:13]=3[CH:17]=1)[CH:27]=[CH:26][CH:25]=2)([CH3:33])([CH3:32])[CH3:31]. The catalyst class is: 2.